Dataset: Catalyst prediction with 721,799 reactions and 888 catalyst types from USPTO. Task: Predict which catalyst facilitates the given reaction. (1) Reactant: [F:1][C:2]1[CH:3]=[C:4]([CH:31]=[CH:32][C:33]=1[F:34])[CH2:5][O:6][C:7]1[C:12]([C:13]([OH:15])=O)=[CH:11][C:10]([C:16]2[CH:21]=[CH:20][C:19]([Cl:22])=[CH:18][CH:17]=2)=[C:9]([C:23]2[CH:28]=[CH:27][C:26]([Cl:29])=[CH:25][C:24]=2[Cl:30])[N:8]=1.CN(C=O)C.C(Cl)(=O)C([Cl:43])=O. Product: [Cl:22][C:19]1[CH:20]=[CH:21][C:16]([C:10]2[C:9]([C:23]3[CH:28]=[CH:27][C:26]([Cl:29])=[CH:25][C:24]=3[Cl:30])=[N:8][C:7]([O:6][CH2:5][C:4]3[CH:31]=[CH:32][C:33]([F:34])=[C:2]([F:1])[CH:3]=3)=[C:12]([CH:11]=2)[C:13]([Cl:43])=[O:15])=[CH:17][CH:18]=1. The catalyst class is: 2. (2) The catalyst class is: 4. Product: [F:1][C:2]1[CH:7]=[CH:6][C:5]2[N:8]([CH:9]3[CH2:14][CH2:13][C:12](=[O:15])[CH2:11][CH2:10]3)[C:17](=[O:18])[O:16][C:4]=2[CH:3]=1. Reactant: [F:1][C:2]1[CH:7]=[CH:6][C:5]([NH:8][CH:9]2[CH2:14][CH2:13][C:12](=[O:15])[CH2:11][CH2:10]2)=[C:4]([OH:16])[CH:3]=1.[C:17](N1C=CN=C1)(N1C=CN=C1)=[O:18].C(OCC)(=O)C. (3) Reactant: [C:1]1([S:7]([C:10]2[CH:18]=[CH:17][C:13]([C:14]([OH:16])=O)=[CH:12][CH:11]=2)(=[O:9])=[O:8])[CH:6]=[CH:5][CH:4]=[CH:3][CH:2]=1.F[P-](F)(F)(F)(F)F.N1(OC(N(C)C)=[N+](C)C)C2N=CC=CC=2N=N1.C(N(CC)CC)C.[NH2:50][CH2:51][C:52]1[C:53]([OH:60])=[N:54][C:55]([CH3:59])=[CH:56][C:57]=1[CH3:58]. Product: [OH:60][C:53]1[C:52]([CH2:51][NH:50][C:14](=[O:16])[C:13]2[CH:12]=[CH:11][C:10]([S:7]([C:1]3[CH:2]=[CH:3][CH:4]=[CH:5][CH:6]=3)(=[O:8])=[O:9])=[CH:18][CH:17]=2)=[C:57]([CH3:58])[CH:56]=[C:55]([CH3:59])[N:54]=1. The catalyst class is: 4. (4) Reactant: [H-].[Na+].[C:3]([CH2:5][CH2:6]P(=O)(OCC)OCC)#[N:4].[N:15]1[CH:20]=[CH:19][CH:18]=[CH:17][C:16]=1C=O.O. Product: [N:15]1[CH:20]=[CH:19][CH:18]=[CH:17][C:16]=1[CH:6]=[CH:5][C:3]#[N:4]. The catalyst class is: 7.